Dataset: Full USPTO retrosynthesis dataset with 1.9M reactions from patents (1976-2016). Task: Predict the reactants needed to synthesize the given product. (1) Given the product [CH3:22][N:20]1[CH2:21][CH:17]2[CH:18]([C:24]3[CH:30]=[CH:29][CH:28]=[CH:27][C:25]=3[O:26][C:15]3[CH:14]=[CH:13][C:12]([Cl:11])=[CH:31][C:16]=32)[CH2:19]1.[CH:18](/[C:19]([OH:23])=[O:34])=[CH:24]/[C:25]([OH:26])=[O:32], predict the reactants needed to synthesize it. The reactants are: [Cl-].[Al+3].[Cl-].[Cl-].[H-].[Al+3].[Li+].[H-].[H-].[H-].[Cl:11][C:12]1[CH:13]=[CH:14][C:15]2[O:26][C:25]3[CH:27]=[CH:28][CH:29]=[CH:30][C:24]=3[C@H:18]3[C:19](=[O:23])[N:20]([CH3:22])[CH2:21][C@@H:17]3[C:16]=2[CH:31]=1.[OH-:32].[Na+].[O:34]1CCCC1. (2) Given the product [F:16][C:15]([F:18])([F:17])[C:37]([OH:38])=[O:40].[CH2:33]([N:3]([CH2:1][CH3:2])[CH2:4][CH2:5][N:6]1[C:10]2[CH:11]=[C:12]([C:19]([NH2:20])=[O:38])[CH:13]=[C:14]([C:15]([F:18])([F:17])[F:16])[C:9]=2[N:8]([CH2:21][C:22]2[CH:27]=[CH:26][CH:25]=[C:24]([C:28]([F:30])([F:31])[F:29])[CH:23]=2)[C:7]1=[O:32])[CH3:34], predict the reactants needed to synthesize it. The reactants are: [CH2:1]([N:3]([CH2:33][CH3:34])[CH2:4][CH2:5][N:6]1[C:10]2[CH:11]=[C:12]([C:19]#[N:20])[CH:13]=[C:14]([C:15]([F:18])([F:17])[F:16])[C:9]=2[N:8]([CH2:21][C:22]2[CH:27]=[CH:26][CH:25]=[C:24]([C:28]([F:31])([F:30])[F:29])[CH:23]=2)[C:7]1=[O:32])[CH3:2].[OH-].[K+].[C:37](=[O:40])(O)[O-:38].[Na+].O. (3) Given the product [Cl:19][C:20]1[CH:25]=[C:24]([C:26]([NH:13][C:12]2[CH:14]=[CH:15][C:9]([CH3:8])=[C:10]([N+:16]([O-:18])=[O:17])[CH:11]=2)=[O:27])[CH:23]=[CH:22][N:21]=1, predict the reactants needed to synthesize it. The reactants are: C(N(CC)CC)C.[CH3:8][C:9]1[CH:15]=[CH:14][C:12]([NH2:13])=[CH:11][C:10]=1[N+:16]([O-:18])=[O:17].[Cl:19][C:20]1[CH:25]=[C:24]([C:26](Cl)=[O:27])[CH:23]=[CH:22][N:21]=1. (4) Given the product [CH2:1]([N:8]1[CH:12]=[CH:11][N:10]=[C:9]1[CH2:13][C:14]1[C:19]([CH2:20][CH3:21])=[N:27][N:26]([CH:23]([CH3:25])[CH3:24])[C:15]=1[CH2:16][CH3:17])[C:2]1[CH:7]=[CH:6][CH:5]=[CH:4][CH:3]=1, predict the reactants needed to synthesize it. The reactants are: [CH2:1]([N:8]1[CH:12]=[CH:11][N:10]=[C:9]1[CH2:13][CH:14]([C:19](=O)[CH2:20][CH3:21])[C:15](=O)[CH2:16][CH3:17])[C:2]1[CH:7]=[CH:6][CH:5]=[CH:4][CH:3]=1.[CH:23]([NH:26][NH2:27])([CH3:25])[CH3:24].